Dataset: Reaction yield outcomes from USPTO patents with 853,638 reactions. Task: Predict the reaction yield, written as a fraction of the theoretical maximum amount of product (1.0 means a 100% yield; for example, 0.34 means a 34% yield). (1) The reactants are [N+:1]([C:4]1[CH:9]=[CH:8][C:7]([NH:10][CH:11]2[CH2:16][CH2:15][CH:14]([OH:17])[CH2:13][CH2:12]2)=[CH:6][C:5]=1[C:18]([F:21])([F:20])[F:19])([O-:3])=[O:2].[H-].[Na+].[C:24]([O:28][C:29](=[O:32])[CH2:30]Br)([CH3:27])([CH3:26])[CH3:25]. The catalyst is C1COCC1. The product is [C:24]([O:28][C:29](=[O:32])[CH2:30][O:17][CH:14]1[CH2:15][CH2:16][CH:11]([NH:10][C:7]2[CH:8]=[CH:9][C:4]([N+:1]([O-:3])=[O:2])=[C:5]([C:18]([F:19])([F:20])[F:21])[CH:6]=2)[CH2:12][CH2:13]1)([CH3:27])([CH3:26])[CH3:25]. The yield is 0.360. (2) The reactants are [C:1]([O:5][C:6]([N:8]1[CH2:13][CH2:12][N:11]([C:14]2[CH:19]=[CH:18][C:17]([CH:20]=O)=[C:16]([N+:22]([O-:24])=[O:23])[CH:15]=2)[CH2:10][CH2:9]1)=[O:7])([CH3:4])([CH3:3])[CH3:2].[Br-].[NH:26]1[C:34]2[C:29](=[CH:30][CH:31]=[CH:32][CH:33]=2)[C:28]([CH2:35][P+](C2C=CC=CC=2)(C2C=CC=CC=2)C2C=CC=CC=2)=[N:27]1.C(=O)([O-])[O-].[K+].[K+].O. The catalyst is CO. The product is [C:1]([O:5][C:6]([N:8]1[CH2:13][CH2:12][N:11]([C:14]2[CH:19]=[CH:18][C:17](/[CH:20]=[CH:35]/[C:28]3[C:29]4[C:34](=[CH:33][CH:32]=[CH:31][CH:30]=4)[NH:26][N:27]=3)=[C:16]([N+:22]([O-:24])=[O:23])[CH:15]=2)[CH2:10][CH2:9]1)=[O:7])([CH3:4])([CH3:3])[CH3:2]. The yield is 0.160. (3) The reactants are [I:1][C:2]1[CH:3]=[C:4]([N+:27]([O-])=O)[C:5]([NH:8][CH2:9][C:10]2[CH:15]=[CH:14][C:13]([O:16][CH2:17][C:18]3[CH:19]=[N:20][C:21]([CH3:24])=[CH:22][CH:23]=3)=[C:12]([O:25][CH3:26])[CH:11]=2)=[N:6][CH:7]=1. The catalyst is C(O)(=O)C.C(OCC)(=O)C.[Fe]. The yield is 0.550. The product is [I:1][C:2]1[CH:3]=[C:4]([NH2:27])[C:5]([NH:8][CH2:9][C:10]2[CH:15]=[CH:14][C:13]([O:16][CH2:17][C:18]3[CH:19]=[N:20][C:21]([CH3:24])=[CH:22][CH:23]=3)=[C:12]([O:25][CH3:26])[CH:11]=2)=[N:6][CH:7]=1. (4) The reactants are [Br:1][C:2]1[CH:3]=[C:4]([O:9][C:10]2[C:11]([F:19])=[C:12]([CH2:17][NH2:18])[CH:13]=[CH:14][C:15]=2[Cl:16])[CH:5]=[C:6]([Cl:8])[CH:7]=1.[Cl:20][C:21]1[N:22]=[CH:23][N:24]([CH2:29][O:30][CH2:31][CH2:32][Si:33]([CH3:36])([CH3:35])[CH3:34])[C:25]=1[C:26](O)=[O:27].C(N(C(C)C)CC)(C)C.CN(C(ON1N=NC2C=CC=NC1=2)=[N+](C)C)C.F[P-](F)(F)(F)(F)F. The catalyst is CN(C=O)C.CCOC(C)=O. The product is [Br:1][C:2]1[CH:3]=[C:4]([O:9][C:10]2[C:11]([F:19])=[C:12]([CH2:17][NH:18][C:26]([C:25]3[N:24]([CH2:29][O:30][CH2:31][CH2:32][Si:33]([CH3:35])([CH3:34])[CH3:36])[CH:23]=[N:22][C:21]=3[Cl:20])=[O:27])[CH:13]=[CH:14][C:15]=2[Cl:16])[CH:5]=[C:6]([Cl:8])[CH:7]=1. The yield is 0.520. (5) The reactants are [O:1]=[C:2]([C:7]1[CH:12]=[C:11]([O:13][CH3:14])[C:10]([O:15][CH3:16])=[C:9]([O:17][CH3:18])[CH:8]=1)[CH2:3][C:4]([OH:6])=[O:5].[CH3:19][O:20][C:21]1[CH:22]=[C:23](O)[CH:24]=[CH:25][CH:26]=1.C(Cl)Cl. No catalyst specified. The product is [O:1]=[C:2]([C:7]1[CH:8]=[C:9]([O:17][CH3:18])[C:10]([O:15][CH3:16])=[C:11]([O:13][CH3:14])[CH:12]=1)[CH2:3][C:4]([O:6][C:25]1[CH:24]=[CH:23][CH:22]=[C:21]([O:20][CH3:19])[CH:26]=1)=[O:5]. The yield is 0.490. (6) The reactants are [C:1]([O:9][CH2:10][CH2:11][C@@H:12]1[C@@H:20]([O:21][C:22](=[O:26])[CH:23]([CH3:25])[CH3:24])[C@H:19]([CH3:27])[O:18][C:17](=[O:28])[C@@H:16]([NH:29][C:30](=[O:40])[C:31]2[C:36]([OH:37])=[C:35]([O:38][CH3:39])[CH:34]=[CH:33][N:32]=2)[CH2:15][O:14][C:13]1=[O:41])(=[O:8])[C:2]1[CH:7]=[CH:6][CH:5]=[CH:4][CH:3]=1.C([O-])([O-])=O.[Na+].[Na+].[Na+].[I-].[C:50]([O:55][CH2:56]Cl)(=[O:54])[CH:51]([CH3:53])[CH3:52]. The catalyst is CC(C)=O. The product is [C:1]([O:9][CH2:10][CH2:11][C@@H:12]1[C@@H:20]([O:21][C:22](=[O:26])[CH:23]([CH3:25])[CH3:24])[C@H:19]([CH3:27])[O:18][C:17](=[O:28])[C@@H:16]([NH:29][C:30](=[O:40])[C:31]2[C:36]([O:37][CH2:56][O:55][C:50](=[O:54])[CH:51]([CH3:53])[CH3:52])=[C:35]([O:38][CH3:39])[CH:34]=[CH:33][N:32]=2)[CH2:15][O:14][C:13]1=[O:41])(=[O:8])[C:2]1[CH:7]=[CH:6][CH:5]=[CH:4][CH:3]=1. The yield is 0.760.